From a dataset of Reaction yield outcomes from USPTO patents with 853,638 reactions. Predict the reaction yield, written as a fraction of the theoretical maximum amount of product (1.0 means a 100% yield; for example, 0.34 means a 34% yield). The reactants are [CH3:1][C:2]1([CH3:16])[CH2:6][C:5]2[CH:7]=[CH:8][CH:9]=[C:10]([C:11]([O:13][CH2:14][CH3:15])=[O:12])[C:4]=2[O:3]1.[N+:17]([O-])([OH:19])=[O:18]. The catalyst is FC(F)(F)C(O)=O. The product is [CH3:1][C:2]1([CH3:16])[CH2:6][C:5]2[CH:7]=[C:8]([N+:17]([O-:19])=[O:18])[CH:9]=[C:10]([C:11]([O:13][CH2:14][CH3:15])=[O:12])[C:4]=2[O:3]1. The yield is 0.830.